This data is from Full USPTO retrosynthesis dataset with 1.9M reactions from patents (1976-2016). The task is: Predict the reactants needed to synthesize the given product. (1) The reactants are: [C:1]([NH:4][C:5]1[S:6][CH:7]=[C:8]([CH2:10][CH2:11][CH2:12][C:13]2[CH:18]=[CH:17][C:16](/[CH:19]=[CH:20]/[C:21]([O:23][CH2:24][CH3:25])=[O:22])=[CH:15][CH:14]=2)[N:9]=1)(=[O:3])[CH3:2].CO. Given the product [C:1]([NH:4][C:5]1[S:6][CH:7]=[C:8]([CH2:10][CH2:11][CH2:12][C:13]2[CH:14]=[CH:15][C:16]([CH2:19][CH2:20][C:21]([O:23][CH2:24][CH3:25])=[O:22])=[CH:17][CH:18]=2)[N:9]=1)(=[O:3])[CH3:2], predict the reactants needed to synthesize it. (2) The reactants are: [Cl:1][C:2]1[N:10]([CH2:11][CH:12]=[CH2:13])[C:9]2[C:8](=[O:14])[NH:7][C:6](=[O:15])[N:5]([CH2:16][O:17][CH2:18][CH2:19][Si:20]([CH3:23])([CH3:22])[CH3:21])[C:4]=2[N:3]=1.CI.[C:26](=O)([O-])[O-].[Cs+].[Cs+].O. Given the product [Cl:1][C:2]1[N:10]([CH2:11][CH:12]=[CH2:13])[C:9]2[C:8](=[O:14])[N:7]([CH3:26])[C:6](=[O:15])[N:5]([CH2:16][O:17][CH2:18][CH2:19][Si:20]([CH3:21])([CH3:23])[CH3:22])[C:4]=2[N:3]=1, predict the reactants needed to synthesize it. (3) Given the product [CH3:23][CH:19]1[CH2:20][CH2:21][CH2:22][N:18]1[C:14]1[N:13]=[C:12]([NH:11][C:4]2[C:5]3[N:6]([CH:8]=[CH:9][N:10]=3)[N:7]=[C:2]([C:27]3[CH:28]=[CH:29][N:24]=[CH:25][CH:26]=3)[CH:3]=2)[CH:17]=[CH:16][CH:15]=1, predict the reactants needed to synthesize it. The reactants are: Cl[C:2]1[CH:3]=[C:4]([NH:11][C:12]2[CH:17]=[CH:16][CH:15]=[C:14]([N:18]3[CH2:22][CH2:21][CH2:20][CH:19]3[CH3:23])[N:13]=2)[C:5]2[N:6]([CH:8]=[CH:9][N:10]=2)[N:7]=1.[N:24]1[CH:29]=[CH:28][C:27](B(O)O)=[CH:26][CH:25]=1.CC(C1C=C(C(C)C)C(C2C=CC=CC=2P(C2CCCCC2)C2CCCCC2)=C(C(C)C)C=1)C.C([O-])([O-])=O.[Na+].[Na+]. (4) The reactants are: [CH2:1]([NH2:15])[CH2:2][CH2:3][O:4][CH2:5][CH2:6][O:7][CH2:8][CH2:9][O:10][CH2:11][CH2:12][CH2:13][NH2:14].[CH3:16][OH:17].C(OC([O:20][C:21]([CH3:24])([CH3:23])[CH3:22])=O)([O:20][C:21]([CH3:24])([CH3:23])[CH3:22])=O. Given the product [NH2:14][CH2:13][CH2:12][CH2:11][O:10][CH2:9][CH2:8][O:7][CH2:6][CH2:5][O:4][CH2:3][CH2:2][CH2:1][N:15]([O:20][C:21]([CH3:24])([CH3:23])[CH3:22])[CH:16]=[O:17], predict the reactants needed to synthesize it.